From a dataset of NCI-60 drug combinations with 297,098 pairs across 59 cell lines. Regression. Given two drug SMILES strings and cell line genomic features, predict the synergy score measuring deviation from expected non-interaction effect. Drug 1: C1=NC2=C(N1)C(=S)N=C(N2)N. Drug 2: C1CNP(=O)(OC1)N(CCCl)CCCl. Cell line: HT29. Synergy scores: CSS=31.7, Synergy_ZIP=-0.689, Synergy_Bliss=0.851, Synergy_Loewe=-44.2, Synergy_HSA=-0.411.